This data is from Full USPTO retrosynthesis dataset with 1.9M reactions from patents (1976-2016). The task is: Predict the reactants needed to synthesize the given product. (1) Given the product [C:11]([C:7]1[S:6][C:5]([C:3]([NH:38][C:29]2([C:27]([OH:28])=[O:26])[CH2:30][C:31]3[C:36](=[CH:35][CH:34]=[CH:33][CH:32]=3)[CH2:37]2)=[O:4])=[CH:9][C:8]=1[O:10][CH2:22][CH2:21][C:17]1[CH:16]=[C:15]([CH3:14])[CH:20]=[CH:19][CH:18]=1)(=[O:13])[CH3:12], predict the reactants needed to synthesize it. The reactants are: CO[C:3]([C:5]1[S:6][C:7]([C:11](=[O:13])[CH3:12])=[C:8]([OH:10])[CH:9]=1)=[O:4].[CH3:14][C:15]1[CH:16]=[C:17]([CH2:21][CH2:22]O)[CH:18]=[CH:19][CH:20]=1.Cl.C[O:26][C:27]([C:29]1([NH2:38])[CH2:37][C:36]2[C:31](=[CH:32][CH:33]=[CH:34][CH:35]=2)[CH2:30]1)=[O:28]. (2) Given the product [CH3:1][O:2][C:3]1[CH:4]=[C:5]([CH2:11][CH:12]([NH2:26])[CH3:13])[CH:6]=[CH:7][C:8]=1[O:9][CH3:10], predict the reactants needed to synthesize it. The reactants are: [CH3:1][O:2][C:3]1[CH:4]=[C:5]([CH2:11][C:12](=O)[CH3:13])[CH:6]=[CH:7][C:8]=1[O:9][CH3:10].C([O-])(=O)C.[NH4+].C([O-])(=O)C.[Na+].C([BH3-])#[N:26].[Na+]. (3) Given the product [CH3:7][OH:6].[NH3:10].[CH3:27][O:26][CH:23]([O:24][CH3:25])[CH2:22][N:18]1[C:19]2[C:15](=[CH:14][C:13]([N:10]3[CH:11]=[CH:12][C:7](/[CH:38]=[CH:37]/[C:31]4[CH:36]=[CH:35][CH:34]=[CH:33][CH:32]=4)=[CH:8][C:9]3=[O:28])=[CH:21][CH:20]=2)[CH:16]=[N:17]1, predict the reactants needed to synthesize it. The reactants are: FC(F)(F)S([O:6][C:7]1[CH:12]=[CH:11][N:10]([C:13]2[CH:14]=[C:15]3[C:19](=[CH:20][CH:21]=2)[N:18]([CH2:22][CH:23]([O:26][CH3:27])[O:24][CH3:25])[N:17]=[CH:16]3)[C:9](=[O:28])[CH:8]=1)(=O)=O.[C:31]1([CH:37]=[CH:38]B(O)O)[CH:36]=[CH:35][CH:34]=[CH:33][CH:32]=1.C([O-])([O-])=O.[K+].[K+]. (4) Given the product [C:3]([C:5]1[CH:6]=[C:7]([C:15]2[O:19][N:18]=[C:17]([C:20]3[C:21]([CH2:35][CH3:36])=[C:22]([O:26][CH2:27][CH2:28][CH2:29][C:30]([OH:32])=[O:31])[CH:23]=[CH:24][CH:25]=3)[N:16]=2)[CH:8]=[CH:9][C:10]=1[O:11][CH:12]([CH3:14])[CH3:13])#[N:4], predict the reactants needed to synthesize it. The reactants are: [OH-].[Na+].[C:3]([C:5]1[CH:6]=[C:7]([C:15]2[O:19][N:18]=[C:17]([C:20]3[C:21]([CH2:35][CH3:36])=[C:22]([O:26][CH2:27][CH2:28][CH2:29][C:30]([O:32]CC)=[O:31])[CH:23]=[CH:24][CH:25]=3)[N:16]=2)[CH:8]=[CH:9][C:10]=1[O:11][CH:12]([CH3:14])[CH3:13])#[N:4].Cl. (5) Given the product [Cl:44][C:45]1[CH:46]=[C:47]([N:51]2[CH2:56][CH2:55][N:54]([C:41]3[N:40]([C:37]4[CH:38]=[CH:39][C:34]([Cl:33])=[CH:35][C:36]=4[CH3:43])[CH:27]([CH2:28][C:29]([O:31][CH3:32])=[O:30])[C:22]4[C:21](=[CH:26][CH:25]=[CH:24][CH:23]=4)[N:20]=3)[CH2:53][CH2:52]2)[CH:48]=[CH:49][CH:50]=1, predict the reactants needed to synthesize it. The reactants are: C1(P(=[N:20][C:21]2[CH:26]=[CH:25][CH:24]=[CH:23][C:22]=2/[CH:27]=[CH:28]/[C:29]([O:31][CH3:32])=[O:30])(C2C=CC=CC=2)C2C=CC=CC=2)C=CC=CC=1.[Cl:33][C:34]1[CH:39]=[CH:38][C:37]([N:40]=[C:41]=O)=[C:36]([CH3:43])[CH:35]=1.[Cl:44][C:45]1[CH:46]=[C:47]([N:51]2[CH2:56][CH2:55][NH:54][CH2:53][CH2:52]2)[CH:48]=[CH:49][CH:50]=1. (6) Given the product [Cl:19][C:17]1[C:16]2[C:12](=[CH:13][N:14]([CH2:20][CH3:21])[N:15]=2)[CH:11]=[C:10]([NH2:2])[CH:18]=1, predict the reactants needed to synthesize it. The reactants are: C[N:2]1C(=O)CCC1.N.Br[C:10]1[CH:18]=[C:17]([Cl:19])[C:16]2[C:12](=[CH:13][N:14]([CH2:20][CH3:21])[N:15]=2)[CH:11]=1.